Dataset: Peptide-MHC class I binding affinity with 185,985 pairs from IEDB/IMGT. Task: Regression. Given a peptide amino acid sequence and an MHC pseudo amino acid sequence, predict their binding affinity value. This is MHC class I binding data. (1) The peptide sequence is VTVYYGVPVWK. The MHC is HLA-A03:01 with pseudo-sequence HLA-A03:01. The binding affinity (normalized) is 0.589. (2) The peptide sequence is KQIGGTLFE. The MHC is HLA-A01:01 with pseudo-sequence HLA-A01:01. The binding affinity (normalized) is 0.213. (3) The peptide sequence is RPPEVDGNR. The MHC is HLA-A02:01 with pseudo-sequence HLA-A02:01. The binding affinity (normalized) is 0.0847. (4) The peptide sequence is RTRHCQPEKA. The MHC is Mamu-A02 with pseudo-sequence Mamu-A02. The binding affinity (normalized) is 0.430.